This data is from Reaction yield outcomes from USPTO patents with 853,638 reactions. The task is: Predict the reaction yield, written as a fraction of the theoretical maximum amount of product (1.0 means a 100% yield; for example, 0.34 means a 34% yield). (1) The reactants are [Cl:1][C:2]1[N:7]([CH3:8])[C:6](=[O:9])[C:5]([OH:10])=[CH:4][N:3]=1.[CH3:11][O:12][C:13]1[CH:18]=[CH:17][C:16]([CH2:19]Cl)=[CH:15][CH:14]=1.C([O-])([O-])=O.[Cs+].[Cs+]. The catalyst is CN(C=O)C. The product is [Cl:1][C:2]1[N:7]([CH3:8])[C:6](=[O:9])[C:5]([O:10][CH2:19][C:16]2[CH:17]=[CH:18][C:13]([O:12][CH3:11])=[CH:14][CH:15]=2)=[CH:4][N:3]=1. The yield is 0.600. (2) The reactants are [CH2:1]([N:4]1[CH2:12][C:11]2[C:6](=[CH:7][CH:8]=[CH:9][CH:10]=2)[C:5]1=[O:13])[C:2]#[CH:3].[F:14][C:15]1[CH:20]=[C:19]([F:21])[CH:18]=[CH:17][C:16]=1I. The catalyst is C(N(CC)CC)C.C1C=CC([P]([Pd]([P](C2C=CC=CC=2)(C2C=CC=CC=2)C2C=CC=CC=2)([P](C2C=CC=CC=2)(C2C=CC=CC=2)C2C=CC=CC=2)[P](C2C=CC=CC=2)(C2C=CC=CC=2)C2C=CC=CC=2)(C2C=CC=CC=2)C2C=CC=CC=2)=CC=1.[Cu]I. The product is [F:14][C:15]1[CH:20]=[C:19]([F:21])[CH:18]=[CH:17][C:16]=1[C:3]#[C:2][CH2:1][N:4]1[CH2:12][C:11]2[C:6](=[CH:7][CH:8]=[CH:9][CH:10]=2)[C:5]1=[O:13]. The yield is 0.240.